Dataset: Catalyst prediction with 721,799 reactions and 888 catalyst types from USPTO. Task: Predict which catalyst facilitates the given reaction. (1) Reactant: [CH2:1]([O:3][C:4](=[O:13])[CH:5](Br)[C:6]1[CH:7]=[N:8][CH:9]=[CH:10][CH:11]=1)[CH3:2].[CH2:14]([NH2:19])[C:15]([CH3:18])([CH3:17])[CH3:16].CCN(CC)CC. The catalyst class is: 2. Product: [CH2:1]([O:3][C:4](=[O:13])[CH:5]([NH:19][CH2:14][C:15]([CH3:18])([CH3:17])[CH3:16])[C:6]1[CH:7]=[N:8][CH:9]=[CH:10][CH:11]=1)[CH3:2]. (2) Reactant: [C:1]([O:5][C:6]([NH:8][C@@H:9]1[C@@H:14]([OH:15])[CH2:13][CH2:12][C@@H:11]([C:16]([O:18][CH2:19][CH3:20])=[O:17])[CH2:10]1)=[O:7])([CH3:4])([CH3:3])[CH3:2].C(N(CC)CC)C.[CH3:28][S:29](Cl)(=[O:31])=[O:30].Cl. Product: [C:1]([O:5][C:6]([NH:8][C@@H:9]1[C@@H:14]([O:15][S:29]([CH3:28])(=[O:31])=[O:30])[CH2:13][CH2:12][C@@H:11]([C:16]([O:18][CH2:19][CH3:20])=[O:17])[CH2:10]1)=[O:7])([CH3:4])([CH3:3])[CH3:2]. The catalyst class is: 4. (3) Reactant: [C:1]([NH:8][CH:9]1[CH2:14][CH2:13][NH:12][CH2:11][CH2:10]1)([O:3][C:4]([CH3:7])([CH3:6])[CH3:5])=[O:2].[CH3:15][C:16]1[N:17]=[N:18][N:19]([CH2:21][C:22]2[CH:27]=[C:26]([C:28]([F:31])([F:30])[F:29])[CH:25]=[CH:24][C:23]=2/[CH:32]=[CH:33]/[C:34](O)=[O:35])[N:20]=1.CCN(C(C)C)C(C)C.C(P1(=O)OP(CCC)(=O)OP(CCC)(=O)O1)CC.CCOC(C)=O. Product: [CH3:15][C:16]1[N:17]=[N:18][N:19]([CH2:21][C:22]2[CH:27]=[C:26]([C:28]([F:30])([F:29])[F:31])[CH:25]=[CH:24][C:23]=2/[CH:32]=[CH:33]/[C:34]([N:12]2[CH2:13][CH2:14][CH:9]([NH:8][C:1](=[O:2])[O:3][C:4]([CH3:7])([CH3:6])[CH3:5])[CH2:10][CH2:11]2)=[O:35])[N:20]=1. The catalyst class is: 3. (4) Reactant: C([O:4][C@@H:5]1[CH2:9][C:8](=O)[N:7]([C@@H:11]2[CH2:16][CH2:15][CH2:14][CH2:13][C@H:12]2[O:17][CH2:18][CH2:19][C:20]2[CH:25]=[CH:24][C:23]([O:26][CH3:27])=[C:22]([O:28][CH2:29][C:30]3[CH:35]=[CH:34][CH:33]=[CH:32][CH:31]=3)[CH:21]=2)[C:6]1=O)(=O)C.Cl. Product: [CH2:29]([O:28][C:22]1[CH:21]=[C:20]([CH2:19][CH2:18][O:17][C@@H:12]2[CH2:13][CH2:14][CH2:15][CH2:16][C@H:11]2[N:7]2[CH2:8][CH2:9][C@@H:5]([OH:4])[CH2:6]2)[CH:25]=[CH:24][C:23]=1[O:26][CH3:27])[C:30]1[CH:31]=[CH:32][CH:33]=[CH:34][CH:35]=1. The catalyst class is: 1. (5) Reactant: [C:1]1([S:7]([N:10]2[C:14]3=[N:15][CH:16]=[C:17]([CH:19]=[C:20]([CH3:22])[CH3:21])[CH:18]=[C:13]3[C:12]([C:23]3[N:24]=[C:25]([CH:28]4[CH2:33][CH2:32][N:31]([CH3:34])[CH2:30][CH2:29]4)[S:26][CH:27]=3)=[CH:11]2)(=[O:9])=[O:8])[CH:6]=[CH:5][CH:4]=[CH:3][CH:2]=1. Product: [C:1]1([S:7]([N:10]2[C:14]3=[N:15][CH:16]=[C:17]([CH2:19][CH:20]([CH3:22])[CH3:21])[CH:18]=[C:13]3[C:12]([C:23]3[N:24]=[C:25]([CH:28]4[CH2:29][CH2:30][N:31]([CH3:34])[CH2:32][CH2:33]4)[S:26][CH:27]=3)=[CH:11]2)(=[O:8])=[O:9])[CH:2]=[CH:3][CH:4]=[CH:5][CH:6]=1. The catalyst class is: 105. (6) Product: [O:8]1[C:5]2[CH:6]=[CH:7][C:2]([C:30]3([OH:33])[CH2:31][CH2:32][NH:27][CH2:28][CH2:29]3)=[CH:3][C:4]=2[O:10][CH2:9]1. Reactant: Br[C:2]1[CH:7]=[CH:6][C:5]2[O:8][CH2:9][O:10][C:4]=2[CH:3]=1.CCCCCC.C([Li])CCC.C(OC([N:27]1[CH2:32][CH2:31][C:30](=[O:33])[CH2:29][CH2:28]1)=O)C.O. The catalyst class is: 7. (7) Reactant: C([O:3][C:4]([C:6]1[CH:14]=[C:13]2[C:9]([C:10]([C:25](=[O:36])[NH:26][CH2:27][C:28]3[CH:33]=[CH:32][C:31]([F:34])=[C:30]([F:35])[CH:29]=3)=[C:11]([CH:22]([CH3:24])[CH3:23])[N:12]2[CH2:15][C:16]2[CH:17]=[N:18][CH:19]=[CH:20][CH:21]=2)=[CH:8][CH:7]=1)=[O:5])C.[OH-].[Na+].O. Product: [F:35][C:30]1[CH:29]=[C:28]([CH:33]=[CH:32][C:31]=1[F:34])[CH2:27][NH:26][C:25]([C:10]1[C:9]2[C:13](=[CH:14][C:6]([C:4]([OH:5])=[O:3])=[CH:7][CH:8]=2)[N:12]([CH2:15][C:16]2[CH:17]=[N:18][CH:19]=[CH:20][CH:21]=2)[C:11]=1[CH:22]([CH3:24])[CH3:23])=[O:36]. The catalyst class is: 14.